Dataset: Catalyst prediction with 721,799 reactions and 888 catalyst types from USPTO. Task: Predict which catalyst facilitates the given reaction. (1) Product: [Cl:21][Si:18]([CH3:20])([CH3:19])[C:2]1[C:3]2[C:8]([C:9]([Si:18]([Cl:21])([CH3:20])[CH3:19])=[C:10]3[C:15]=1[CH:14]=[CH:13][CH:12]=[CH:11]3)=[CH:7][CH:6]=[CH:5][CH:4]=2. Reactant: [Li][C:2]1[C:3]2[C:8]([C:9]([Li])=[C:10]3[C:15]=1[CH:14]=[CH:13][CH:12]=[CH:11]3)=[CH:7][CH:6]=[CH:5][CH:4]=2.Cl[Si:18]([Cl:21])([CH3:20])[CH3:19]. The catalyst class is: 27. (2) Reactant: [Br:1]Br.[O:3]=[C:4]([CH3:12])[CH2:5][CH2:6][C:7]([O:9][CH2:10]C)=[O:8]. Product: [Br:1][CH2:12][C:4](=[O:3])[CH2:5][CH2:6][C:7]([O:9][CH3:10])=[O:8]. The catalyst class is: 5. (3) Reactant: [CH2:1]([N:12]([CH2:24][C:25]([OH:27])=[O:26])[CH2:13][CH2:14][N:15]([CH2:20][C:21]([OH:23])=[O:22])[CH2:16][C:17]([OH:19])=[O:18])[CH2:2][N:3]([CH2:8][C:9]([OH:11])=[O:10])[CH2:4][C:5]([OH:7])=[O:6].C(N(CC)CC)C.[BH:35]1[CH:40]2[CH2:41][CH2:42][CH2:43][CH:36]1[CH2:37][CH2:38][CH2:39]2.[NH2:44][C@H:45]([C:51]([OH:53])=[O:52])[CH2:46][CH2:47][CH2:48][CH2:49][NH2:50]. Product: [BH:35]1[CH:40]2[CH2:41][CH2:42][CH2:43][CH:36]1[CH2:37][CH2:38][CH2:39]2.[NH2:44][C@H:45]([C:51]([OH:53])=[O:52])[CH2:46][CH2:47][CH2:48][CH2:49][NH2:50].[CH2:13]([N:12]([CH2:24][C:25]([OH:27])=[O:26])[CH2:1][CH2:2][N:3]([CH2:4][C:5]([OH:7])=[O:6])[CH2:8][C:9]([OH:11])=[O:10])[CH2:14][N:15]([CH2:20][C:21]([OH:23])=[O:22])[CH2:16][C:17]([OH:19])=[O:18]. The catalyst class is: 23. (4) Reactant: [N+:1]([C:4]1[CH:12]=[C:11]2[C:7]([CH:8]=[C:9]([C:20]([O:22][CH3:23])=[O:21])[N:10]2[C:13]([O:15][C:16]([CH3:19])([CH3:18])[CH3:17])=[O:14])=[CH:6][CH:5]=1)([O-])=O. Product: [NH2:1][C:4]1[CH:12]=[C:11]2[C:7]([CH:8]=[C:9]([C:20]([O:22][CH3:23])=[O:21])[N:10]2[C:13]([O:15][C:16]([CH3:19])([CH3:18])[CH3:17])=[O:14])=[CH:6][CH:5]=1. The catalyst class is: 865. (5) Product: [Cl:23][C:24]1[CH:25]=[C:26]([CH2:27][CH:28]=[O:29])[CH:30]=[CH:31][CH:32]=1. The catalyst class is: 2. Reactant: CC(OI1(OC(C)=O)(OC(C)=O)OC(=O)C2C=CC=CC1=2)=O.[Cl:23][C:24]1[CH:25]=[C:26]([CH:30]=[CH:31][CH:32]=1)[CH2:27][CH2:28][OH:29].